This data is from Catalyst prediction with 721,799 reactions and 888 catalyst types from USPTO. The task is: Predict which catalyst facilitates the given reaction. (1) Reactant: [N+:1]([C:4]1[CH:9]=[CH:8][C:7]([O:10][C:11]([N:13]2[CH2:18][CH2:17][CH:16]([NH:19][C:20]3[N:28]=[C:27]([NH:29][C@H:30]4[CH2:35][CH2:34][C@H:33]([NH2:36])[CH2:32][CH2:31]4)[N:26]=[C:25]4[C:21]=3[N:22]=[CH:23][N:24]4[CH:37]3[CH2:41][CH2:40][CH2:39][CH2:38]3)[CH2:15][CH2:14]2)=[O:12])=[CH:6][CH:5]=1)([O-:3])=[O:2].[CH3:42][C:43]([O:46][C:47](O[C:47]([O:46][C:43]([CH3:45])([CH3:44])[CH3:42])=[O:48])=[O:48])([CH3:45])[CH3:44].C(Cl)Cl. Product: [N+:1]([C:4]1[CH:9]=[CH:8][C:7]([O:10][C:11]([N:13]2[CH2:18][CH2:17][CH:16]([NH:19][C:20]3[N:28]=[C:27]([NH:29][C@H:30]4[CH2:35][CH2:34][C@H:33]([NH:36][C:47]([O:46][C:43]([CH3:45])([CH3:44])[CH3:42])=[O:48])[CH2:32][CH2:31]4)[N:26]=[C:25]4[C:21]=3[N:22]=[CH:23][N:24]4[CH:37]3[CH2:38][CH2:39][CH2:40][CH2:41]3)[CH2:15][CH2:14]2)=[O:12])=[CH:6][CH:5]=1)([O-:3])=[O:2]. The catalyst class is: 6. (2) Product: [F:19][C:18]([F:21])([F:20])[C:1]([C:4]1[CH:13]=[CH:12][C:7]([C:8]([O:10][CH3:11])=[O:9])=[CH:6][CH:5]=1)([OH:3])[CH3:2]. Reactant: [C:1]([C:4]1[CH:13]=[CH:12][C:7]([C:8]([O:10][CH3:11])=[O:9])=[CH:6][CH:5]=1)(=[O:3])[CH3:2].[Si]([C:18]([F:21])([F:20])[F:19])(C)(C)C.[F-].C([N+](CCCC)(CCCC)CCCC)CCC. The catalyst class is: 1.